Dataset: Reaction yield outcomes from USPTO patents with 853,638 reactions. Task: Predict the reaction yield, written as a fraction of the theoretical maximum amount of product (1.0 means a 100% yield; for example, 0.34 means a 34% yield). (1) The reactants are [N+:1]([C:4]1[C:9]([OH:10])=[CH:8][CH:7]=[C:6]([CH3:11])[N:5]=1)([O-:3])=[O:2].Cl[C:13]1[C:22]2[C:17](=[CH:18][C:19]([O:25][CH3:26])=[C:20]([O:23][CH3:24])[CH:21]=2)[N:16]=[CH:15][CH:14]=1. The catalyst is CN(C1C=CN=CC=1)C.ClC1C=CC=CC=1Cl. The product is [CH3:24][O:23][C:20]1[CH:21]=[C:22]2[C:17](=[CH:18][C:19]=1[O:25][CH3:26])[N:16]=[CH:15][CH:14]=[C:13]2[O:10][C:9]1[C:4]([N+:1]([O-:3])=[O:2])=[N:5][C:6]([CH3:11])=[CH:7][CH:8]=1. The yield is 0.240. (2) The reactants are [CH2:1]1[O:11][C:10]2[CH:9]=[CH:8][C:5]([CH2:6][OH:7])=[CH:4][C:3]=2[O:2]1.[I:12]I. The catalyst is C(Cl)(Cl)Cl. The product is [I:12][C:8]1[C:5]([CH2:6][OH:7])=[CH:4][C:3]2[O:2][CH2:1][O:11][C:10]=2[CH:9]=1. The yield is 0.560. (3) The reactants are [Cl:1][C:2]1[N:11]=[C:10](Cl)[C:9]2[C:4](=[CH:5][C:6]([C:13]([OH:15])=[O:14])=[CH:7][CH:8]=2)[N:3]=1.[OH:16][C@H:17]([CH2:26][CH:27]([CH3:29])[CH3:28])[C:18]([N:20]1[CH2:25][CH2:24][NH:23][CH2:22][CH2:21]1)=[O:19].C(N(CC)CC)C. The catalyst is C(Cl)Cl. The product is [Cl:1][C:2]1[N:11]=[C:10]([N:23]2[CH2:22][CH2:21][N:20]([C:18](=[O:19])[C@H:17]([OH:16])[CH2:26][CH:27]([CH3:28])[CH3:29])[CH2:25][CH2:24]2)[C:9]2[C:4](=[CH:5][C:6]([C:13]([OH:15])=[O:14])=[CH:7][CH:8]=2)[N:3]=1. The yield is 0.770. (4) The reactants are [N+]([C:4]1[CH:9]=[CH:8][CH:7]=[C:6]([N+:10]([O-:12])=[O:11])[CH:5]=1)([O-])=O.[Cl:13][C:14]1[CH:19]=[CH:18][C:17]([OH:20])=[CH:16][C:15]=1[CH2:21][CH3:22].C(=O)([O-])[O-].[Cs+].[Cs+]. The catalyst is CS(C)=O. The product is [Cl:13][C:14]1[CH:19]=[CH:18][C:17]([O:20][C:4]2[CH:5]=[C:6]([N+:10]([O-:12])=[O:11])[CH:7]=[CH:8][CH:9]=2)=[CH:16][C:15]=1[CH2:21][CH3:22]. The yield is 0.780.